Dataset: Catalyst prediction with 721,799 reactions and 888 catalyst types from USPTO. Task: Predict which catalyst facilitates the given reaction. Reactant: [CH3:1][O:2][C:3]1[CH:12]=[CH:11][C:6]2[C:7](=[O:10])[CH2:8][O:9][C:5]=2[C:4]=1[CH2:13][N:14]1[CH2:19][CH2:18][O:17][CH2:16][CH2:15]1.[NH:20]1[C:28]2[C:23](=[CH:24][CH:25]=[CH:26][CH:27]=2)[C:22]([CH:29]=O)=[N:21]1.N1CCCCC1. Product: [NH:20]1[C:28]2[C:23](=[CH:24][CH:25]=[CH:26][CH:27]=2)[C:22](/[CH:29]=[C:8]2\[O:9][C:5]3[C:4]([CH2:13][N:14]4[CH2:19][CH2:18][O:17][CH2:16][CH2:15]4)=[C:3]([O:2][CH3:1])[CH:12]=[CH:11][C:6]=3[C:7]\2=[O:10])=[N:21]1. The catalyst class is: 5.